This data is from Full USPTO retrosynthesis dataset with 1.9M reactions from patents (1976-2016). The task is: Predict the reactants needed to synthesize the given product. Given the product [Cl:1][C:2]1[C:7]([O:8][CH3:9])=[CH:6][C:5]([O:10][CH3:11])=[C:4]([Cl:12])[C:3]=1[C:13]1[N:18]=[CH:17][C:16]2[C:19]([C:31]3[CH:30]=[N:29][N:28]([CH2:27][C:26]([OH:42])=[O:25])[CH:32]=3)=[N:20][NH:21][C:15]=2[CH:14]=1, predict the reactants needed to synthesize it. The reactants are: [Cl:1][C:2]1[C:7]([O:8][CH3:9])=[CH:6][C:5]([O:10][CH3:11])=[C:4]([Cl:12])[C:3]=1[C:13]1[N:18]=[CH:17][C:16]2[C:19](I)=[N:20][NH:21][C:15]=2[CH:14]=1.C([O:25][C:26](=[O:42])[CH2:27][N:28]1[CH:32]=[C:31](B2OC(C)(C)C(C)(C)O2)[CH:30]=[N:29]1)C.ClCCl.C(=O)([O-])[O-].[K+].[K+].